The task is: Predict the product of the given reaction.. This data is from Forward reaction prediction with 1.9M reactions from USPTO patents (1976-2016). The product is: [C:1]([C:5]1[CH:10]=[CH:9][CH:8]=[CH:7][C:6]=1[N:11]1[CH2:12][CH2:13][N:14]([C:17](=[O:27])[CH2:18][CH:19]2[CH2:24][C:23](=[O:25])[N:22]([CH2:29][C:30]3[CH:39]=[CH:38][C:33]([C:34]([O:36][CH3:37])=[O:35])=[CH:32][CH:31]=3)[C:21](=[O:26])[CH2:20]2)[CH2:15][CH2:16]1)([CH3:4])([CH3:2])[CH3:3]. Given the reactants [C:1]([C:5]1[CH:10]=[CH:9][CH:8]=[CH:7][C:6]=1[N:11]1[CH2:16][CH2:15][N:14]([C:17](=[O:27])[CH2:18][CH:19]2[CH2:24][C:23](=[O:25])[NH:22][C:21](=[O:26])[CH2:20]2)[CH2:13][CH2:12]1)([CH3:4])([CH3:3])[CH3:2].Br[CH2:29][C:30]1[CH:39]=[CH:38][C:33]([C:34]([O:36][CH3:37])=[O:35])=[CH:32][CH:31]=1.C(=O)([O-])[O-].[K+].[K+].O, predict the reaction product.